This data is from Catalyst prediction with 721,799 reactions and 888 catalyst types from USPTO. The task is: Predict which catalyst facilitates the given reaction. Reactant: [F:1][C:2]([F:21])([F:20])[C:3]1[CH:4]=[C:5]([S:9]([C@H:12]2[CH2:15][C@H:14]([C:16]([O:18]C)=[O:17])[CH2:13]2)(=[O:11])=[O:10])[CH:6]=[CH:7][CH:8]=1.O[Li].O. Product: [F:21][C:2]([F:1])([F:20])[C:3]1[CH:4]=[C:5]([S:9]([C@H:12]2[CH2:13][C@H:14]([C:16]([OH:18])=[O:17])[CH2:15]2)(=[O:10])=[O:11])[CH:6]=[CH:7][CH:8]=1. The catalyst class is: 278.